From a dataset of Reaction yield outcomes from USPTO patents with 853,638 reactions. Predict the reaction yield, written as a fraction of the theoretical maximum amount of product (1.0 means a 100% yield; for example, 0.34 means a 34% yield). The reactants are Br[C:2]1[CH:3]=[N:4][CH:5]=[CH:6][C:7]=1[C:8]([N:10]1[C:15]2[CH:16]=[CH:17][CH:18]=[CH:19][C:14]=2[O:13][CH2:12][CH2:11]1)=[O:9].[Cl:20][C:21]1[CH:26]=[CH:25][C:24]([Cl:27])=[CH:23][C:22]=1[OH:28].C(=O)([O-])[O-].[Cs+].[Cs+]. The catalyst is C1(C)C=CC=CC=1.CC#N.CC#N.CC#N.CC#N.F[P-](F)(F)(F)(F)F.[Cu+]. The product is [Cl:20][C:21]1[CH:26]=[CH:25][C:24]([Cl:27])=[CH:23][C:22]=1[O:28][C:2]1[CH:3]=[N:4][CH:5]=[CH:6][C:7]=1[C:8]([N:10]1[C:15]2[CH:16]=[CH:17][CH:18]=[CH:19][C:14]=2[O:13][CH2:12][CH2:11]1)=[O:9]. The yield is 0.170.